From a dataset of Reaction yield outcomes from USPTO patents with 853,638 reactions. Predict the reaction yield, written as a fraction of the theoretical maximum amount of product (1.0 means a 100% yield; for example, 0.34 means a 34% yield). (1) The reactants are Br[C:2]1[CH:3]=[C:4]([C:7]([NH2:9])=[O:8])[O:5][CH:6]=1.[B:10]1([B:10]2[O:14][C:13]([CH3:16])([CH3:15])[C:12]([CH3:18])([CH3:17])[O:11]2)[O:14][C:13]([CH3:16])([CH3:15])[C:12]([CH3:18])([CH3:17])[O:11]1.CC([O-])=O.[K+]. The catalyst is O1CCOCC1. The product is [CH3:17][C:12]1([CH3:18])[C:13]([CH3:16])([CH3:15])[O:14][B:10]([C:2]2[CH:3]=[C:4]([C:7]([NH2:9])=[O:8])[O:5][CH:6]=2)[O:11]1. The yield is 0.660. (2) The reactants are [NH2:1][C:2]1[N:3]=[CH:4][C:5]2[S:10][C:9](=[S:11])[N:8]([C@@H:12]3[O:24][C@H:23]([CH2:25][O:26]C(=O)C)[C@@H:18]([O:19]C(=O)C)[C@H:13]3[O:14]C(=O)C)[C:6]=2[N:7]=1.C([O-])([O-])=O.[K+].[K+].C(O)(=O)C. The catalyst is CO. The product is [NH2:1][C:2]1[N:3]=[CH:4][C:5]2[S:10][C:9](=[S:11])[N:8]([C@@H:12]3[O:24][C@H:23]([CH2:25][OH:26])[C@@H:18]([OH:19])[C@H:13]3[OH:14])[C:6]=2[N:7]=1. The yield is 0.740. (3) The reactants are [NH2:1][C:2]1[CH:3]=[CH:4][C:5]([O:30][CH3:31])=[C:6]([C:8]2[C:12]([C:13]([N:15]3[CH2:20][CH2:19][N:18]([C:21]4[C:26]([Cl:27])=[CH:25][C:24]([Cl:28])=[CH:23][N:22]=4)[CH2:17][CH2:16]3)=[O:14])=[C:11]([CH3:29])[O:10][N:9]=2)[CH:7]=1.CCN(C(C)C)C(C)C.[C:41](Cl)(=[O:43])[CH3:42]. The catalyst is C(Cl)Cl. The product is [Cl:27][C:26]1[C:21]([N:18]2[CH2:17][CH2:16][N:15]([C:13]([C:12]3[C:8]([C:6]4[CH:7]=[C:2]([NH:1][C:41](=[O:43])[CH3:42])[CH:3]=[CH:4][C:5]=4[O:30][CH3:31])=[N:9][O:10][C:11]=3[CH3:29])=[O:14])[CH2:20][CH2:19]2)=[N:22][CH:23]=[C:24]([Cl:28])[CH:25]=1. The yield is 0.540. (4) The reactants are [C:1]([C:5]1[CH:6]=[C:7]([CH:34]=[C:35]([C:37]([CH3:40])([CH3:39])[CH3:38])[CH:36]=1)[CH:8]=[CH:9][C:10]1[CH:11]=[C:12]([CH:15]=[C:16]([CH:18]=[CH:19][C:20]2[CH:25]=[C:24]([C:26]([CH3:29])([CH3:28])[CH3:27])[CH:23]=[C:22]([C:30]([CH3:33])([CH3:32])[CH3:31])[CH:21]=2)[CH:17]=1)[CH:13]=[O:14])([CH3:4])([CH3:3])[CH3:2].[BH4-].[Na+]. The catalyst is O1CCCC1. The product is [C:1]([C:5]1[CH:6]=[C:7]([CH:34]=[C:35]([C:37]([CH3:40])([CH3:39])[CH3:38])[CH:36]=1)[CH:8]=[CH:9][C:10]1[CH:11]=[C:12]([CH:15]=[C:16]([CH:18]=[CH:19][C:20]2[CH:21]=[C:22]([C:30]([CH3:31])([CH3:32])[CH3:33])[CH:23]=[C:24]([C:26]([CH3:29])([CH3:28])[CH3:27])[CH:25]=2)[CH:17]=1)[CH2:13][OH:14])([CH3:4])([CH3:2])[CH3:3]. The yield is 0.870. (5) The reactants are [N+:1]([C:4]1[C:5]([NH2:15])=[CH:6][C:7]([N:10]2[CH2:14][CH2:13][CH2:12][CH2:11]2)=[N:8][CH:9]=1)([O-])=O. The catalyst is [Pd]. The product is [N:10]1([C:7]2[N:8]=[CH:9][C:4]([NH2:1])=[C:5]([NH2:15])[CH:6]=2)[CH2:14][CH2:13][CH2:12][CH2:11]1. The yield is 0.940. (6) The reactants are [NH2:1][CH2:2][CH2:3][N:4]1[C:12]2[CH:11]=[CH:10][CH:9]=[CH:8][C:7]=2[C:6]2[CH2:13][CH2:14][N:15]([C:18]([O:20][C:21]([CH3:24])([CH3:23])[CH3:22])=[O:19])[CH2:16][CH2:17][C:5]1=2.C(N(C(C)C)CC)(C)C.[C:34]1([S:40](Cl)(=[O:42])=[O:41])[CH:39]=[CH:38][CH:37]=[CH:36][CH:35]=1.C(O)(=O)CC(CC(O)=O)(C(O)=O)O. The catalyst is C1COCC1. The product is [C:34]1([S:40]([NH:1][CH2:2][CH2:3][N:4]2[C:12]3[CH:11]=[CH:10][CH:9]=[CH:8][C:7]=3[C:6]3[CH2:13][CH2:14][N:15]([C:18]([O:20][C:21]([CH3:24])([CH3:23])[CH3:22])=[O:19])[CH2:16][CH2:17][C:5]2=3)(=[O:42])=[O:41])[CH:39]=[CH:38][CH:37]=[CH:36][CH:35]=1. The yield is 0.750.